From a dataset of Experimentally validated miRNA-target interactions with 360,000+ pairs, plus equal number of negative samples. Binary Classification. Given a miRNA mature sequence and a target amino acid sequence, predict their likelihood of interaction. (1) The miRNA is hsa-miR-6086 with sequence GGAGGUUGGGAAGGGCAGAG. The protein sequence of the target gene is MDAWVRFSAQSQARERLCRAAQYACSLLGHALQRHGASPELQKQIRQLESHLSLGRKLLRLGNSADALESAKRAVHLSDVVLRFCITVSHLNRALYFACDNVLWAGKSGLAPRVDQEKWAQRSFRYYLFSLIMNLSRDAYEIRLLMEQESSACSRRLKGSGGGVPGGSETGGLGGPGTPGGGLPQLALKLRLQVLLLARVLRGHPPLLLDVVRNACDLFIPLDKLGLWRCGPGIVGLCGLVSSILSILTLIYPWLRLKP. Result: 1 (interaction). (2) The miRNA is hsa-miR-4685-3p with sequence UCUCCCUUCCUGCCCUGGCUAG. The protein sequence of the target gene is MCSRVPLLLPLLLLLALGPGVQGCPSGCQCSQPQTVFCTARQGTTVPRDVPPDTVGLYVFENGITMLDAGSFAGLPGLQLLDLSQNQIASLPSGVFQPLANLSNLDLTANRLHEITNETFRGLRRLERLYLGKNRIRHIQPGAFDTLDRLLELKLQDNELRALPPLRLPRLLLLDLSHNSLLALEPGILDTANVEALRLAGLGLQQLDEGLFSRLRNLHDLDVSDNQLERVPPVIRGLRGLTRLRLAGNTRIAQLRPEDLAGLAALQELDVSNLSLQALPGDLSGLFPRLRLLAAARNPF.... Result: 0 (no interaction). (3) The miRNA is hsa-miR-4477a with sequence CUAUUAAGGACAUUUGUGAUUC. The protein sequence of the target gene is MEGAALLKIFVVCIWVQQNHPGWTVAGQFQEKKRFTEEVIEYFQKKVSPVHLKILLTSDEAWKRFVRVAELPREEADALYEALKNLTPYVAIEDKDMQQKEQQFREWFLKEFPQIRWKIQESIERLRVIANEIEKVHRGCVIANVVSGSTGILSVIGVMLAPFTAGLSLSITAAGVGLGIASATAGIASSIVENTYTRSAELTASRLTATSTDQLEALRDILRDITPNVLSFALDFDEATKMIANDVHTLRRSKATVGRPLIAWRYVPINVVETLRTRGAPTRIVRKVARNLGKATSGVL.... Result: 0 (no interaction). (4) The miRNA is mmu-miR-129-1-3p with sequence AAGCCCUUACCCCAAAAAGUAU. The protein sequence of the target gene is MTRLLGYVDPLDPSFVAAVITITFNPLYWNVVARWEHKTRKLSRAFGSPYLACYSLSVTILLLNFLRSHCFTQAMLSQPRMESLDTPAAYSLGLALLGLGVVLVLSSFFALGFAGTFLGDYFGILKEARVTVFPFNILDNPMYWGSTANYLGWAIMHASPTGLLLTVLVALTYIVALLYEEPFTAEIYRQKASGSHKRS. Result: 0 (no interaction). (5) The miRNA is hsa-miR-520a-5p with sequence CUCCAGAGGGAAGUACUUUCU. The protein sequence of the target gene is MATNIEQIFRSFVVSKFREIQQELSSGRNEGQLNGETNTPIEGNQAGDAAASARSLPNEEIVQKIEEVLSGVLDTELRYKPDLKEGSRKSRCVSVQTDPTDEIPTKKSKKHKKHKNKKKKKKKEKEKKYKRQPEESESKTKSHDDGNIDLESDSFLKFDSEPSAVALELPTRAFGPSETNESPAVVLEPPVVSMEVSEPHILETLKPATKTAELSVVSTSVISEQSEQSVAVMPEPSMTKILDSFAAAPVPTTTLVLKSSEPVVTMSVEYQMKSVLKSVESTSPEPSKIMLVEPPVAKVL.... Result: 1 (interaction). (6) The miRNA is mmu-miR-224-5p with sequence UAAGUCACUAGUGGUUCCGUU. The protein sequence of the target gene is MKTSRRGRALLAVALNLLALLFATTAFLTTHWCQGTQRVPKPGCGQGGRANCPNSGANATANGTAAPAAAAAAATASGNGPPGGALYSWETGDDRFLFRNFHTGIWYSCEEELSGLGEKCRSFIDLAPASEKGVLWLSVVSEVLYILLLVVGFSLMCLELFHSSNVIDGLKLNAFAAVFTVLSGLLGMVAHMMYTQVFQVTVSLGPEDWRPHSWDYGWSFCLAWGSFTCCMAASVTTLNSYTKTVIEFRHKRKVFEQGYREEPTFIDPEAIKYFRERMEKRDGSEEDFHLDCRHERYPAR.... Result: 0 (no interaction). (7) The miRNA is hsa-miR-4737 with sequence AUGCGAGGAUGCUGACAGUG. The protein sequence of the target gene is MPEPSRSTPAPKKGSKKAITKAQKKDGKKRKRGRKESYSIYVYKVLKQVHPDTGISSKAMGIMNSFVNDIFERIASEASRLAHYNKRSTITSREVQTAVRLLLPGELAKHAVSEGTKAVTKYTSSK. Result: 0 (no interaction). (8) The miRNA is mmu-miR-1894-3p with sequence GCAAGGGAGAGGGUGAAGGGAG. The protein sequence of the target gene is MSRRGSILHSRTQWLLLGLALLFSLVLFMYLLECAPQTDGNASLPGVVRENYGKEYYQALLQEQEEHYQTRATSLKRQIAQLKQELQDMSEKMRALQERKKLGANGVGYPGNREQAPSDLLEFLHSQIDRAEVSVGAKLPSEYGVVPFESFTLMKVFQLEMGLTRHPEEKPVRKDKRDELVEVIEAGVEVINNPDEDDAQEDEEGPLGEKLIFNENDFIEGYYRTERDKGTQYELFFKKADLMEYRHVTLFRPFGPLMKVKNELIDITRSVINIIVPLAERTEAFSQFMQNFRDVCIHQD.... Result: 0 (no interaction). (9) The miRNA is hsa-miR-8485 with sequence CACACACACACACACACGUAU. The protein sequence of the target gene is MSVNVNRSVSDQFYRYKMPRLIAKVEGKGNGIKTVIVNMVDVAKALNRPPTYPTKYFGCELGAQTQFDVKNDRYIVNGSHEANKLQDMLDGFIKKFVLCPECENPETDLHVNPKKQTIGNSCKACGYRGMLDTHHKLCTFILKNPPENSDSGTGKKEKEKKNRKGKDKENGSVSSSETPPPPPPPNEINPPPHTMEEEEDDDWGEDTTEEAQRRRMDEISDHAKVLTLSDDLERTIEERVNILFDFVKKKKEEGVIDSSDKEIVAEAERLDVKAMGPLVLTEVLFNEKIREQIKKYRRHF.... Result: 1 (interaction). (10) The miRNA is hsa-miR-942-5p with sequence UCUUCUCUGUUUUGGCCAUGUG. The protein sequence of the target gene is MIQAQESITLEDVAVDFTWEEWQLLGAAQKDLYRDVMLENYSNLVAVGYQASKPDALFKLEQGEQLWTIEDGIHSGACSDIWKVDHVLERLQSESLVNRRKPCHEHDAFENIVHCSKSQFLLGQNHDIFDLRGKSLKSNLTLVNQSKGYEIKNSVEFTGNGDSFLHANHERLHTAIKFPASQKLISTKSQFISPKHQKTRKLEKHHVCSECGKAFIKKSWLTDHQVMHTGEKPHRCSLCEKAFSRKFMLTEHQRTHTGEKPYECPECGKAFLKKSRLNIHQKTHTGEKPYICSECGKGFI.... Result: 0 (no interaction).